This data is from Full USPTO retrosynthesis dataset with 1.9M reactions from patents (1976-2016). The task is: Predict the reactants needed to synthesize the given product. (1) The reactants are: [CH3:1][C:2]1[N:7]=[C:6]([NH:8]S(C2C=CC(C3C=CC(C#N)=CC=3)=CC=2)(=O)=O)[CH:5]=[CH:4][CH:3]=1.[Br:26][C:27]1[CH:32]=[CH:31][C:30]([S:33](Cl)(=[O:35])=[O:34])=[C:29]([CH3:37])[CH:28]=1. Given the product [Br:26][C:27]1[CH:32]=[CH:31][C:30]([S:33]([NH:8][C:6]2[CH:5]=[CH:4][CH:3]=[C:2]([CH3:1])[N:7]=2)(=[O:35])=[O:34])=[C:29]([CH3:37])[CH:28]=1, predict the reactants needed to synthesize it. (2) Given the product [CH3:3][C:4]1([C:9]2[S:10][CH:11]=[C:12]([CH2:14][N:15]3[CH:19]=[CH:18][C:17]([NH2:20])=[N:16]3)[N:13]=2)[O:8][CH2:7][CH2:6][O:5]1, predict the reactants needed to synthesize it. The reactants are: N#N.[CH3:3][C:4]1([C:9]2[S:10][CH:11]=[C:12]([CH2:14][N:15]3[CH:19]=[CH:18][C:17]([N+:20]([O-])=O)=[N:16]3)[N:13]=2)[O:8][CH2:7][CH2:6][O:5]1.[NH4+].[Cl-]. (3) Given the product [CH2:30]([O:29][C:27](=[O:28])[CH2:26][O:24][C:4]1[CH:3]=[C:2]([F:1])[CH:23]=[CH:22][C:5]=1[C:6](=[O:7])[NH:8][CH2:9][C:10]1[S:11][C:12]2[C:18]([F:19])=[CH:17][C:16]([F:20])=[C:15]([F:21])[C:13]=2[N:14]=1)[CH3:31], predict the reactants needed to synthesize it. The reactants are: [F:1][C:2]1[CH:23]=[CH:22][C:5]([C:6]([NH:8][CH2:9][C:10]2[S:11][C:12]3[C:18]([F:19])=[CH:17][C:16]([F:20])=[C:15]([F:21])[C:13]=3[N:14]=2)=[O:7])=[C:4]([OH:24])[CH:3]=1.Br[CH2:26][C:27]([O:29][CH2:30][CH3:31])=[O:28].Cl. (4) Given the product [NH2:5][C:4]1[C:3]2[C:2](=[N:9][CH:8]=[CH:7][C:6]=2[C:10]([F:13])([F:12])[F:11])[S:14][C:15]=1[C:16]([OH:18])=[O:17], predict the reactants needed to synthesize it. The reactants are: Cl[C:2]1[N:9]=[CH:8][CH:7]=[C:6]([C:10]([F:13])([F:12])[F:11])[C:3]=1[C:4]#[N:5].[SH:14][CH2:15][C:16]([O:18]CC)=[O:17].[O-]CC.[Na+].Cl. (5) Given the product [CH2:1]([CH:8]1[CH2:13][CH2:12][CH2:11][CH:10]([Cl:25])[C:9]1=[O:14])[C:2]1[CH:7]=[CH:6][CH:5]=[CH:4][CH:3]=1, predict the reactants needed to synthesize it. The reactants are: [CH2:1]([CH:8]1[CH2:13][CH2:12][CH2:11][CH2:10][C:9]1=[O:14])[C:2]1[CH:7]=[CH:6][CH:5]=[CH:4][CH:3]=1.C(C1CCCC([Cl:25])C1=O)(C)(C)C. (6) Given the product [Cl:23][C:24]1[CH:29]=[CH:28][C:27]([C:9]2[C:8]([O:12][CH2:13][C:14]([F:15])([F:16])[F:17])=[N:7][C:6]([C:18]([F:19])([F:20])[F:21])=[C:5]([CH:10]=2)[C:4]([OH:22])=[O:3])=[CH:26][CH:25]=1, predict the reactants needed to synthesize it. The reactants are: C([O:3][C:4](=[O:22])[C:5]1[CH:10]=[C:9](Br)[C:8]([O:12][CH2:13][C:14]([F:17])([F:16])[F:15])=[N:7][C:6]=1[C:18]([F:21])([F:20])[F:19])C.[Cl:23][C:24]1[CH:29]=[CH:28][C:27](B(O)O)=[CH:26][CH:25]=1.O.[OH-].[Li+]. (7) Given the product [C:1]([O:4][CH3:1])(=[O:4])[C:3]([CH3:3])=[CH2:1].[C:1]([O:4][CH3:1])(=[O:4])[CH:3]=[CH2:3].[C:1]([OH:4])(=[O:4])[CH:3]=[CH2:3], predict the reactants needed to synthesize it. The reactants are: [CH:1]([OH:4])([CH3:3])C. (8) Given the product [Cl:27][C:28]1[CH:36]=[CH:35][C:31]([C:32]([NH:26][C@H:23]2[CH2:22][CH2:21][C@H:20]([CH2:19][CH2:18][N:15]3[CH2:16][CH2:17][CH:12]([C:11]4[C:6]5[CH2:5][CH2:4][O:3][C:7]=5[CH:8]=[CH:9][CH:10]=4)[CH2:13][CH2:14]3)[CH2:25][CH2:24]2)=[O:33])=[CH:30][CH:29]=1, predict the reactants needed to synthesize it. The reactants are: Cl.Cl.[O:3]1[C:7]2[CH:8]=[CH:9][CH:10]=[C:11]([CH:12]3[CH2:17][CH2:16][N:15]([CH2:18][CH2:19][C@H:20]4[CH2:25][CH2:24][C@H:23]([NH2:26])[CH2:22][CH2:21]4)[CH2:14][CH2:13]3)[C:6]=2[CH2:5][CH2:4]1.[Cl:27][C:28]1[CH:36]=[CH:35][C:31]([C:32](O)=[O:33])=[CH:30][CH:29]=1. (9) Given the product [C:1]([C:3]1[CH:11]=[C:10]2[C:6]([C:7]([CH2:14][C:15]3[CH:20]=[CH:19][C:18]([C:21](=[O:30])[NH:22][CH2:23][C:24]4[NH:29][CH2:28][CH2:27][CH2:26][N:25]=4)=[CH:17][C:16]=3[C:31]3[C:32]([C:38]([OH:40])=[O:39])=[CH:33][C:34]([CH3:37])=[CH:35][CH:36]=3)=[CH:8][N:9]2[CH2:12][CH3:13])=[CH:5][CH:4]=1)(=[NH:42])[NH2:2], predict the reactants needed to synthesize it. The reactants are: [C:1]([C:3]1[CH:11]=[C:10]2[C:6]([C:7]([CH2:14][C:15]3[CH:20]=[CH:19][C:18]([C:21](=[O:30])[NH:22][CH2:23][C:24]4[N:29]=[CH:28][CH:27]=[CH:26][N:25]=4)=[CH:17][C:16]=3[C:31]3[C:32]([C:38]([OH:40])=[O:39])=[CH:33][C:34]([CH3:37])=[CH:35][CH:36]=3)=[CH:8][N:9]2[CH2:12][CH3:13])=[CH:5][CH:4]=1)#[N:2].C(C1C=C2C(C(CC3C=CC(C(=O)NCC4C=NC=CC=4)=CC=3C3C(C(O)=O)=CC(C)=CC=3)=CN2CC)=CC=1)(=N)[NH2:42].C(O)(=O)C(O)=O.NCC1N=CC=CN=1. (10) Given the product [CH3:15][CH:5]([CH2:4][C:3]1[CH:2]=[CH:12][CH:11]=[CH:10][CH:9]=1)[C:6]([OH:8])=[O:7], predict the reactants needed to synthesize it. The reactants are: C[C:2]1[CH:12]=[CH:11][CH:10]=[CH:9][C:3]=1[CH:4]=[CH:5][C:6]([OH:8])=[O:7].[H][H].[CH3:15]O.